Dataset: Peptide-MHC class II binding affinity with 134,281 pairs from IEDB. Task: Regression. Given a peptide amino acid sequence and an MHC pseudo amino acid sequence, predict their binding affinity value. This is MHC class II binding data. (1) The MHC is DRB1_1602 with pseudo-sequence DRB1_1602. The peptide sequence is YDKFLANVSTLLTGK. The binding affinity (normalized) is 0.801. (2) The peptide sequence is GEPKGAAESSSKAAL. The MHC is DRB1_1201 with pseudo-sequence DRB1_1201. The binding affinity (normalized) is 0.0293. (3) The peptide sequence is LQSLVSQYFQTVADY. The MHC is HLA-DQA10301-DQB10302 with pseudo-sequence HLA-DQA10301-DQB10302. The binding affinity (normalized) is 0.332. (4) The peptide sequence is PGQQRSIQDNQVAYL. The MHC is HLA-DQA10501-DQB10402 with pseudo-sequence HLA-DQA10501-DQB10402. The binding affinity (normalized) is 0. (5) The peptide sequence is NFLGPIAVGGLLMML. The MHC is HLA-DQA10201-DQB10402 with pseudo-sequence HLA-DQA10201-DQB10402. The binding affinity (normalized) is 0.416. (6) The peptide sequence is CSPSRLPGPSDTPILPQ. The MHC is DRB1_1101 with pseudo-sequence DRB1_1101. The binding affinity (normalized) is 0.